The task is: Predict the reactants needed to synthesize the given product.. This data is from Full USPTO retrosynthesis dataset with 1.9M reactions from patents (1976-2016). (1) Given the product [F:40][C:12]([F:11])([F:41])[CH2:13][NH:14][C:15]([C:17]1([CH2:30][CH2:31][CH2:32][CH2:33][N:34]2[CH2:35][CH2:36][N:37]([C:2]3[NH:6][C:5]4[CH:7]=[CH:8][CH:9]=[CH:10][C:4]=4[N:3]=3)[CH2:38][CH2:39]2)[C:18]2[CH:19]=[CH:20][CH:21]=[CH:22][C:23]=2[C:24]2[C:29]1=[CH:28][CH:27]=[CH:26][CH:25]=2)=[O:16], predict the reactants needed to synthesize it. The reactants are: Cl[C:2]1[NH:6][C:5]2[CH:7]=[CH:8][CH:9]=[CH:10][C:4]=2[N:3]=1.[F:11][C:12]([F:41])([F:40])[CH2:13][NH:14][C:15]([C:17]1([CH2:30][CH2:31][CH2:32][CH2:33][N:34]2[CH2:39][CH2:38][NH:37][CH2:36][CH2:35]2)[C:29]2[CH:28]=[CH:27][CH:26]=[CH:25][C:24]=2[C:23]2[C:18]1=[CH:19][CH:20]=[CH:21][CH:22]=2)=[O:16]. (2) The reactants are: [Br-].[CH:2]12[C:14](=[N+:15]3CCCC3)[CH:11]([CH2:12][CH2:13]1)[CH2:10][C:9]1[CH:8]=[CH:7][CH:6]=[CH:5][C:4]=1[CH2:3]2.O.Cl.NO.O.O.O.C([O-])(=[O:29])C.[Na+]. Given the product [CH:2]12[C:14](=[N:15][OH:29])[CH:11]([CH2:12][CH2:13]1)[CH2:10][C:9]1[CH:8]=[CH:7][CH:6]=[CH:5][C:4]=1[CH2:3]2, predict the reactants needed to synthesize it. (3) Given the product [Cl:1][C:2]1[C:10]([CH2:11][CH3:12])=[CH:9][CH:8]=[C:7]([NH:13][S:14]([C:17]2[CH:22]=[CH:21][CH:20]=[CH:19][C:18]=2[NH:31][CH2:30][CH2:29][CH2:28][CH2:27][N:25]([CH3:26])[CH3:24])(=[O:16])=[O:15])[C:3]=1[C:4]([OH:6])=[O:5], predict the reactants needed to synthesize it. The reactants are: [Cl:1][C:2]1[C:10]([CH2:11][CH3:12])=[CH:9][CH:8]=[C:7]([NH:13][S:14]([C:17]2[CH:22]=[CH:21][CH:20]=[CH:19][C:18]=2F)(=[O:16])=[O:15])[C:3]=1[C:4]([OH:6])=[O:5].[CH3:24][N:25]([CH2:27][CH2:28][CH2:29][CH2:30][NH2:31])[CH3:26].C(N(CC)CC)C. (4) Given the product [Br:47][CH2:46][C:43]1[CH:42]=[CH:41][C:40]([C:37]2[O:36][C:35]([C:16]3[C:17]([NH2:20])=[N:18][CH:19]=[C:14]([C:11]4[CH2:12][CH2:13][NH:8][CH2:9][CH:10]=4)[N:15]=3)=[N:39][N:38]=2)=[CH:45][CH:44]=1, predict the reactants needed to synthesize it. The reactants are: C(OC([N:8]1[CH2:13][CH:12]=[C:11]([C:14]2[CH:19]=[N:18][C:17]([N:20](C(OC(C)(C)C)=O)C(OC(C)(C)C)=O)=[C:16]([C:35]3[O:36][C:37]([C:40]4[CH:45]=[CH:44][C:43]([CH2:46][Br:47])=[CH:42][CH:41]=4)=[N:38][N:39]=3)[N:15]=2)[CH2:10][CH2:9]1)=O)(C)(C)C.Cl. (5) Given the product [C:15]([O:14][C:12]([N:9]1[CH2:8][CH2:7][C:6]2([C:4](=[O:5])[N:40]([C:37]3[CH:38]=[CH:39][C:34]([CH:31]4[CH2:32][CH2:33][CH:29]([N:25]5[CH2:26][CH2:27][CH2:28][CH:24]5[CH3:23])[CH2:30]4)=[CH:35][CH:36]=3)[CH2:20][CH2:19]2)[CH2:11][CH2:10]1)=[O:13])([CH3:16])([CH3:17])[CH3:18], predict the reactants needed to synthesize it. The reactants are: C(O[C:4]([C:6]1([CH2:19][CH2:20]C=O)[CH2:11][CH2:10][N:9]([C:12]([O:14][C:15]([CH3:18])([CH3:17])[CH3:16])=[O:13])[CH2:8][CH2:7]1)=[O:5])C.[CH3:23][CH:24]1[CH2:28][CH2:27][CH2:26][N:25]1[CH:29]1[CH2:33][CH2:32][C@H:31]([C:34]2[CH:39]=[CH:38][C:37]([NH2:40])=[CH:36][CH:35]=2)[CH2:30]1. (6) Given the product [ClH:28].[N:2]1([CH2:7][CH:8]2[CH2:17][CH2:16][C:15]3[CH:14]=[C:13]([O:18][CH2:27][CH2:26][CH2:25][N:23]([CH3:24])[CH3:22])[CH:12]=[CH:11][C:10]=3[CH2:9]2)[CH2:6][CH2:5][CH2:4][CH2:3]1, predict the reactants needed to synthesize it. The reactants are: Br.[N:2]1([CH2:7][CH:8]2[CH2:17][CH2:16][C:15]3[CH:14]=[C:13]([OH:18])[CH:12]=[CH:11][C:10]=3[CH2:9]2)[CH2:6][CH2:5][CH2:4][CH2:3]1.[H-].[Na+].Cl.[CH3:22][N:23]([CH2:25][CH2:26][CH2:27][Cl:28])[CH3:24].Cl.